Task: Predict the product of the given reaction.. Dataset: Forward reaction prediction with 1.9M reactions from USPTO patents (1976-2016) (1) Given the reactants C([CH:8]1[O:16][C:15]2[C:10](=[C:11]([S:17]([NH2:20])(=[O:19])=[O:18])[CH:12]=[CH:13][CH:14]=2)[O:9]1)(OC(C)(C)C)=O.[C:21](=[O:24])([O-])[O-:22].[Cs+].[Cs+].Cl[CH2:28][CH2:29][CH2:30][N:31]1[CH2:36][CH2:35][O:34][CH2:33][CH2:32]1.[C:37](OCC)(=O)[CH3:37].[CH3:46][CH2:47][CH2:48][CH2:46][CH2:47][CH3:48], predict the reaction product. The product is: [CH2:30]([N:31]1[CH2:36][CH2:35][O:34][CH2:33][CH2:32]1)[CH2:29][CH3:28].[CH2:8]1[O:16][C:15]2[C:10](=[C:11]([S:17]([NH:20][C:21]([O:22][C:47]([CH3:46])([CH3:48])[CH3:37])=[O:24])(=[O:18])=[O:19])[CH:12]=[CH:13][CH:14]=2)[O:9]1. (2) Given the reactants [Br-].[C:2]([CH2:5][CH2:6][CH2:7][P+](C1C=CC=CC=1)(C1C=CC=CC=1)C1C=CC=CC=1)([OH:4])=[O:3].[CH3:27]C(C)([O-])C.[K+].[CH3:33][O:34][C:35]1[C:36]([N+:43]([O-:45])=[O:44])=[C:37]([CH:40]=[CH:41][CH:42]=1)[CH:38]=O.CCOC(C)=O, predict the reaction product. The product is: [C:2]([OH:4])(=[O:3])[CH:5]=[CH:6][CH2:7][CH3:27].[CH3:33][O:34][C:35]1[C:36]([N+:43]([O-:45])=[O:44])=[C:37]([CH:38]=[CH:7][CH2:6][CH2:5][C:2]([OH:4])=[O:3])[CH:40]=[CH:41][CH:42]=1.